Dataset: Reaction yield outcomes from USPTO patents with 853,638 reactions. Task: Predict the reaction yield, written as a fraction of the theoretical maximum amount of product (1.0 means a 100% yield; for example, 0.34 means a 34% yield). The reactants are [NH2:1][C:2]([C:4]1[C:5]([F:19])=[C:6]([CH:15]=[CH:16][C:17]=1[F:18])[O:7][CH2:8][CH:9]=[CH:10][C:11]([O:13]C)=[O:12])=[O:3].[OH-].[Na+].Cl. The catalyst is C(O)(C)C.O. The product is [NH2:1][C:2]([C:4]1[C:5]([F:19])=[C:6]([CH:15]=[CH:16][C:17]=1[F:18])[O:7][CH2:8][CH:9]=[CH:10][C:11]([OH:13])=[O:12])=[O:3]. The yield is 0.480.